Dataset: Forward reaction prediction with 1.9M reactions from USPTO patents (1976-2016). Task: Predict the product of the given reaction. (1) Given the reactants [CH:1]([O:3][CH2:4][CH3:5])=[CH2:2].[Li]C(C)(C)C.[Br:11][C:12]1[CH:13]=[C:14]2[C:18](=[CH:19][CH:20]=1)[CH2:17][C:16]1([CH2:25][CH2:24][CH:23]([O:26][CH3:27])[CH2:22][CH2:21]1)[C:15]2=[N:28][S:29]([C:31]([CH3:34])([CH3:33])[CH3:32])=[O:30], predict the reaction product. The product is: [Br:11][C:12]1[CH:13]=[C:14]2[C:18]([CH2:17][C:16]3([CH2:21][CH2:22][CH:23]([O:26][CH3:27])[CH2:24][CH2:25]3)[C:15]2([NH:28][S:29]([C:31]([CH3:34])([CH3:33])[CH3:32])=[O:30])[C:1]([O:3][CH2:4][CH3:5])=[CH2:2])=[CH:19][CH:20]=1. (2) Given the reactants [N:1]1([CH2:6][C:7]2[CH:12]=[CH:11][C:10]([N:13]3[CH2:18][CH2:17][CH:16]([CH:19]=O)[CH2:15][CH2:14]3)=[CH:9][CH:8]=2)[CH2:5][CH2:4][CH2:3][CH2:2]1.Cl.[CH3:22][NH:23][CH3:24], predict the reaction product. The product is: [CH3:22][N:23]([CH3:24])[CH2:19][CH:16]1[CH2:17][CH2:18][N:13]([C:10]2[CH:11]=[CH:12][C:7]([CH2:6][N:1]3[CH2:5][CH2:4][CH2:3][CH2:2]3)=[CH:8][CH:9]=2)[CH2:14][CH2:15]1. (3) Given the reactants [OH-:1].[Na+].N1(C(=S)C[C:11]2[CH:16]=[CH:15][C:14]([O:17][C:18]3[CH:27]=[CH:26][C:25]4[C:20](=CC=CC=4)[C:19]=3OC3C(OCC4C=CC=CC=4)=CC=CC=3)=[CH:13][CH:12]=2)CCOCC1.Cl.[CH2:45]([OH:47])[CH3:46], predict the reaction product. The product is: [CH2:45]([O:47][C:11]1[CH:12]=[C:25]2[C:20](=[CH:15][CH:16]=1)[CH:19]=[C:18]([O:17][C:14]1[CH:13]=[CH:12][C:11]([CH2:13][C:14]([OH:17])=[O:1])=[CH:16][CH:15]=1)[CH:27]=[CH:26]2)[C:46]1[CH:20]=[CH:19][CH:18]=[CH:27][CH:26]=1.